Dataset: Forward reaction prediction with 1.9M reactions from USPTO patents (1976-2016). Task: Predict the product of the given reaction. The product is: [CH2:4]([CH:3]([CH2:5][C:15]([OH:20])=[O:16])[CH2:2][C:1]([OH:25])=[O:6])[CH:8]([CH3:9])[CH3:7]. Given the reactants [CH:1](=[O:6])[CH2:2][CH:3]([CH3:5])[CH3:4].[CH2:7](NCCC)[CH2:8][CH3:9].C[C:15]1(C)[O:20]C(=O)CC(=O)[O:16]1.C(=O)([O-])[O-:25].[K+].[K+].Cl, predict the reaction product.